Task: Predict which catalyst facilitates the given reaction.. Dataset: Catalyst prediction with 721,799 reactions and 888 catalyst types from USPTO Reactant: C(OC([NH:8][C:9]([C:20]1[CH:25]=[CH:24][C:23]([C:26]2[CH:31]=[CH:30][C:29]([O:32][CH2:33][CH2:34][CH2:35][CH2:36][CH2:37][CH2:38][CH2:39][CH3:40])=[C:28]([C:41]([F:44])([F:43])[F:42])[CH:27]=2)=[CH:22][N:21]=1)(C(OCC)=O)[C:10](OCC)=[O:11])=O)(C)(C)C.[Li+].[BH4-].C(O)C. Product: [NH2:8][CH:9]([C:20]1[CH:25]=[CH:24][C:23]([C:26]2[CH:31]=[CH:30][C:29]([O:32][CH2:33][CH2:34][CH2:35][CH2:36][CH2:37][CH2:38][CH2:39][CH3:40])=[C:28]([C:41]([F:44])([F:42])[F:43])[CH:27]=2)=[CH:22][N:21]=1)[CH2:10][OH:11]. The catalyst class is: 1.